From a dataset of Forward reaction prediction with 1.9M reactions from USPTO patents (1976-2016). Predict the product of the given reaction. Given the reactants C(OC(=O)[NH:7][C:8]1[CH:13]=[C:12]([CH:14]=[CH2:15])[C:11]([C:16]([F:19])([F:18])[F:17])=[CH:10][C:9]=1[NH:20][C:21](=[O:37])[CH2:22][C:23](=O)[C:24]1[CH:29]=[CH:28][CH:27]=[C:26]([C:30]2[CH:31]=[N:32][CH:33]=[CH:34][CH:35]=2)[CH:25]=1)(C)(C)C.C(O)(C(F)(F)F)=O, predict the reaction product. The product is: [N:32]1[CH:33]=[CH:34][CH:35]=[C:30]([C:26]2[CH:25]=[C:24]([C:23]3[CH2:22][C:21](=[O:37])[NH:20][C:9]4[CH:10]=[C:11]([C:16]([F:17])([F:18])[F:19])[C:12]([CH:14]=[CH2:15])=[CH:13][C:8]=4[N:7]=3)[CH:29]=[CH:28][CH:27]=2)[CH:31]=1.